From a dataset of Aqueous solubility values for 9,982 compounds from the AqSolDB database. Regression/Classification. Given a drug SMILES string, predict its absorption, distribution, metabolism, or excretion properties. Task type varies by dataset: regression for continuous measurements (e.g., permeability, clearance, half-life) or binary classification for categorical outcomes (e.g., BBB penetration, CYP inhibition). For this dataset (solubility_aqsoldb), we predict Y. (1) The compound is OCC1OC(OC2(CO)OC(CO)C(O)C2O)C(O)C(O)C1O. The Y is 0.790 log mol/L. (2) The compound is CCCOCC. The Y is -0.681 log mol/L.